Dataset: NCI-60 drug combinations with 297,098 pairs across 59 cell lines. Task: Regression. Given two drug SMILES strings and cell line genomic features, predict the synergy score measuring deviation from expected non-interaction effect. (1) Drug 1: C1=CC=C(C=C1)NC(=O)CCCCCCC(=O)NO. Drug 2: CC1C(C(CC(O1)OC2CC(OC(C2O)C)OC3=CC4=CC5=C(C(=O)C(C(C5)C(C(=O)C(C(C)O)O)OC)OC6CC(C(C(O6)C)O)OC7CC(C(C(O7)C)O)OC8CC(C(C(O8)C)O)(C)O)C(=C4C(=C3C)O)O)O)O. Cell line: NCI/ADR-RES. Synergy scores: CSS=49.0, Synergy_ZIP=2.33, Synergy_Bliss=2.18, Synergy_Loewe=-1.24, Synergy_HSA=3.65. (2) Drug 1: CC(C1=C(C=CC(=C1Cl)F)Cl)OC2=C(N=CC(=C2)C3=CN(N=C3)C4CCNCC4)N. Drug 2: CCC1(CC2CC(C3=C(CCN(C2)C1)C4=CC=CC=C4N3)(C5=C(C=C6C(=C5)C78CCN9C7C(C=CC9)(C(C(C8N6C=O)(C(=O)OC)O)OC(=O)C)CC)OC)C(=O)OC)O.OS(=O)(=O)O. Cell line: TK-10. Synergy scores: CSS=9.08, Synergy_ZIP=2.52, Synergy_Bliss=4.88, Synergy_Loewe=2.34, Synergy_HSA=2.50. (3) Drug 1: CC12CCC(CC1=CCC3C2CCC4(C3CC=C4C5=CN=CC=C5)C)O. Drug 2: C1CC(=O)NC(=O)C1N2CC3=C(C2=O)C=CC=C3N. Cell line: PC-3. Synergy scores: CSS=2.47, Synergy_ZIP=-3.56, Synergy_Bliss=-4.74, Synergy_Loewe=-2.74, Synergy_HSA=-2.74. (4) Drug 1: C1=C(C(=O)NC(=O)N1)N(CCCl)CCCl. Drug 2: C1=CC=C(C(=C1)C(C2=CC=C(C=C2)Cl)C(Cl)Cl)Cl. Cell line: MCF7. Synergy scores: CSS=21.4, Synergy_ZIP=-2.31, Synergy_Bliss=2.41, Synergy_Loewe=-7.07, Synergy_HSA=2.62. (5) Drug 1: CC1=CC2C(CCC3(C2CCC3(C(=O)C)OC(=O)C)C)C4(C1=CC(=O)CC4)C. Drug 2: C1CC(C1)(C(=O)O)C(=O)O.[NH2-].[NH2-].[Pt+2]. Cell line: SF-268. Synergy scores: CSS=23.6, Synergy_ZIP=3.73, Synergy_Bliss=4.97, Synergy_Loewe=-17.5, Synergy_HSA=1.43.